This data is from Catalyst prediction with 721,799 reactions and 888 catalyst types from USPTO. The task is: Predict which catalyst facilitates the given reaction. (1) Reactant: Br[CH:2]1[CH2:10][C:9]2[C:4](=[CH:5][C:6]([S:11]([CH3:14])(=[O:13])=[O:12])=[CH:7][CH:8]=2)[C:3]1=[O:15].[CH3:16][NH:17][C:18]([NH:20][CH3:21])=[S:19]. Product: [CH3:14][S:11]([C:6]1[CH:7]=[CH:8][C:9]2[CH2:10][CH:2]3[S:19][C:18](=[N:17][CH3:16])[N:20]([CH3:21])[C:3]3([OH:15])[C:4]=2[CH:5]=1)(=[O:13])=[O:12]. The catalyst class is: 21. (2) Reactant: [CH2:1]([O:3][C:4](=[O:13])[C:5]([C:7]1([OH:12])[CH2:11][CH2:10][CH2:9][CH2:8]1)=O)[CH3:2].C(O)(=O)C(O)=O.[CH3:20][CH:21]([CH3:26])[CH2:22][CH2:23][NH:24][NH2:25].CC([O-])=O.[Na+]. Product: [CH2:1]([O:3][C:4](=[O:13])[C:5]([C:7]1([OH:12])[CH2:8][CH2:9][CH2:10][CH2:11]1)=[N:25][NH:24][CH2:23][CH2:22][CH:21]([CH3:26])[CH3:20])[CH3:2]. The catalyst class is: 653. (3) Reactant: [F:1][C:2]1[CH:3]=[CH:4][C:5]([N+:39]([O-])=O)=[C:6]([NH:8][C:9]2[C:17]3[O:16][CH2:15][C@H:14]([N:18]([C:33](=[O:38])[C:34]([F:37])([F:36])[F:35])[C:19]4[CH:32]=[CH:31][C:22]5[C@H:23]([CH2:26][C:27]([O:29][CH3:30])=[O:28])[CH2:24][O:25][C:21]=5[CH:20]=4)[C:13]=3[CH:12]=[CH:11][CH:10]=2)[CH:7]=1. Product: [NH2:39][C:5]1[CH:4]=[CH:3][C:2]([F:1])=[CH:7][C:6]=1[NH:8][C:9]1[C:17]2[O:16][CH2:15][C@H:14]([N:18]([C:33](=[O:38])[C:34]([F:36])([F:37])[F:35])[C:19]3[CH:32]=[CH:31][C:22]4[C@H:23]([CH2:26][C:27]([O:29][CH3:30])=[O:28])[CH2:24][O:25][C:21]=4[CH:20]=3)[C:13]=2[CH:12]=[CH:11][CH:10]=1. The catalyst class is: 129. (4) Reactant: [Cl:1][C:2]1[CH:8]=[CH:7][C:5]([NH2:6])=[CH:4][CH:3]=1.[CH2:9]([C:11](=O)[C:12]([O-:14])=[O:13])[CH3:10].[Cl:16][C:17]1[CH:24]=[CH:23][C:20](C=C)=[CH:19][CH:18]=1.F[C:26](F)(F)[C:27](O)=O. Product: [CH2:26]([O:14][C:12]([CH:11]1[CH2:9][CH:10]([C:20]2[CH:23]=[CH:24][C:17]([Cl:16])=[CH:18][CH:19]=2)[C:7]2[C:5](=[CH:4][CH:3]=[C:2]([Cl:1])[CH:8]=2)[NH:6]1)=[O:13])[CH3:27]. The catalyst class is: 10. (5) Reactant: [CH3:1][Si:2]([CH3:50])([CH3:49])[CH2:3][CH2:4][O:5][CH2:6][N:7]([CH2:41][O:42][CH2:43][CH2:44][Si:45]([CH3:48])([CH3:47])[CH3:46])[C:8]1[N:13]2[N:14]=[CH:15][C:16]([C:17]3[CH:18]=[N:19][C:20]([C:23]4[CH:28]=[CH:27][CH:26]=[CH:25][CH:24]=4)=[CH:21][CH:22]=3)=[C:12]2[N:11]=[C:10]([C:29]2[CH2:34][CH2:33][C:32]([CH3:40])([C:35]([O:37][CH2:38][CH3:39])=[O:36])[CH2:31][CH:30]=2)[CH:9]=1.C1C(=O)N([Br:58])C(=O)C1. Product: [CH3:46][Si:45]([CH3:48])([CH3:47])[CH2:44][CH2:43][O:42][CH2:41][N:7]([CH2:6][O:5][CH2:4][CH2:3][Si:2]([CH3:1])([CH3:49])[CH3:50])[C:8]1[N:13]2[N:14]=[CH:15][C:16]([C:17]3[CH:18]=[N:19][C:20]([C:23]4[CH:28]=[CH:27][CH:26]=[CH:25][CH:24]=4)=[CH:21][CH:22]=3)=[C:12]2[N:11]=[C:10]([C:29]2[CH2:34][CH2:33][C:32]([CH3:40])([C:35]([O:37][CH2:38][CH3:39])=[O:36])[CH2:31][CH:30]=2)[C:9]=1[Br:58]. The catalyst class is: 10.